This data is from Full USPTO retrosynthesis dataset with 1.9M reactions from patents (1976-2016). The task is: Predict the reactants needed to synthesize the given product. (1) Given the product [CH3:1][C:2]1[C:3]([CH2:9][N:10]([CH2:17][C:18]2[C:23]([C:24]([CH3:32])([C:26]3[CH:27]=[CH:28][CH:29]=[CH:30][CH:31]=3)[CH3:25])=[CH:22][CH:21]=[CH:20][N:19]=2)[CH:11]2[CH2:12][CH2:13][N:14]([C:40]([OH:41])=[O:33])[CH2:15][CH2:16]2)=[N:4][CH:5]=[C:6]([CH3:8])[CH:7]=1, predict the reactants needed to synthesize it. The reactants are: [CH3:1][C:2]1[C:3]([CH2:9][N:10]([CH2:17][C:18]2[C:23]([C:24]([CH3:32])([C:26]3[CH:31]=[CH:30][CH:29]=[CH:28][CH:27]=3)[CH3:25])=[CH:22][CH:21]=[CH:20][N:19]=2)[CH:11]2[CH2:16][CH2:15][NH:14][CH2:13][CH2:12]2)=[N:4][CH:5]=[C:6]([CH3:8])[CH:7]=1.[O:33]([C:40](NO)=[O:41])C1C=CC=CC=1. (2) Given the product [C:23]([CH2:22][C:18]1[CH:17]=[C:16]([NH:15][C:12]([C:10]2[O:11][C:7]([C:1]3[CH:2]=[CH:3][CH:4]=[CH:5][CH:6]=3)=[CH:8][CH:9]=2)=[O:14])[CH:21]=[CH:20][CH:19]=1)#[N:24], predict the reactants needed to synthesize it. The reactants are: [C:1]1([C:7]2[O:11][C:10]([C:12]([OH:14])=O)=[CH:9][CH:8]=2)[CH:6]=[CH:5][CH:4]=[CH:3][CH:2]=1.[NH2:15][C:16]1[CH:17]=[C:18]([CH2:22][C:23]#[N:24])[CH:19]=[CH:20][CH:21]=1. (3) Given the product [C:1]([N:5]1[C:9]([C:10]2[CH:15]=[CH:14][C:13]([Cl:16])=[CH:12][CH:11]=2)=[CH:8][C:7]([CH2:17][CH2:18][CH2:19][N:31]2[CH2:30][CH2:29][N:28]([C:23]3[CH:24]=[CH:25][CH:26]=[CH:27][C:22]=3[F:21])[CH2:33][CH2:32]2)=[N:6]1)([CH3:4])([CH3:3])[CH3:2], predict the reactants needed to synthesize it. The reactants are: [C:1]([N:5]1[C:9]([C:10]2[CH:15]=[CH:14][C:13]([Cl:16])=[CH:12][CH:11]=2)=[CH:8][C:7]([CH2:17][CH2:18][CH:19]=O)=[N:6]1)([CH3:4])([CH3:3])[CH3:2].[F:21][C:22]1[CH:27]=[CH:26][CH:25]=[CH:24][C:23]=1[N:28]1[CH2:33][CH2:32][NH:31][CH2:30][CH2:29]1.CCN(C(C)C)C(C)C.[BH-](OC(C)=O)(OC(C)=O)OC(C)=O.[Na+]. (4) The reactants are: [O:1]1[CH:5]=[CH:4][CH:3]=[C:2]1[C:6]1[CH:11]=[C:10]([S:12]([CH3:14])=O)[N:9]=[C:8]([NH2:15])[N:7]=1.SC[CH2:18][C:19]1[CH:24]=[CH:23][CH:22]=[CH:21][N:20]=1.C1CCN2C(=NCCC2)CC1. Given the product [O:1]1[CH:5]=[CH:4][CH:3]=[C:2]1[C:6]1[CH:11]=[C:10]([S:12][CH2:14][CH2:18][C:19]2[CH:24]=[CH:23][CH:22]=[CH:21][N:20]=2)[N:9]=[C:8]([NH2:15])[N:7]=1, predict the reactants needed to synthesize it. (5) Given the product [C:12]([O:11][C:9]([NH:16][C:19]1[CH:20]=[CH:21][C:22]([N:25]2[CH2:30][CH2:29][C:28]3=[C:31]([C:34]([O:36][CH2:37][CH3:38])=[O:35])[NH:32][N:33]=[C:27]3[CH2:26]2)=[N:23][CH:24]=1)=[O:10])([CH3:13])([CH3:14])[CH3:15], predict the reactants needed to synthesize it. The reactants are: [C:9](O[C:9]([O:11][C:12]([CH3:15])([CH3:14])[CH3:13])=[O:10])([O:11][C:12]([CH3:15])([CH3:14])[CH3:13])=[O:10].[N+:16]([C:19]1[CH:20]=[CH:21][C:22]([N:25]2[CH2:30][CH2:29][C:28]3=[C:31]([C:34]([O:36][CH2:37][CH3:38])=[O:35])[NH:32][N:33]=[C:27]3[CH2:26]2)=[N:23][CH:24]=1)([O-])=O.[H][H].